Dataset: Reaction yield outcomes from USPTO patents with 853,638 reactions. Task: Predict the reaction yield, written as a fraction of the theoretical maximum amount of product (1.0 means a 100% yield; for example, 0.34 means a 34% yield). (1) The reactants are [CH2:1]([O:3][C:4](=[O:31])[CH2:5][C@H:6]1[C:14]2[C:9](=[CH:10][C:11]([O:15][CH2:16][CH2:17][C:18]3[N:19]=[C:20]([C:24]4[CH:29]=[CH:28][C:27](Br)=[CH:26][CH:25]=4)[O:21][C:22]=3[CH3:23])=[CH:12][CH:13]=2)[CH2:8][CH2:7]1)[CH3:2].[C:32]([C:35]1[S:39][C:38](B(O)O)=[CH:37][CH:36]=1)(=[O:34])[CH3:33].C(=O)([O-])[O-].[Na+].[Na+].[C:49]1(C)[CH:54]=[CH:53][CH:52]=[CH:51][CH:50]=1. The catalyst is O1CCOCC1.C1(P(C2C=CC=CC=2)[C-]2C=CC=C2)C=CC=CC=1.[C-]1(P(C2C=CC=CC=2)C2C=CC=CC=2)C=CC=C1.[Fe+2].Cl[Pd]Cl. The product is [CH2:1]([O:3][C:4](=[O:31])[CH2:5][C@H:6]1[C:14]2[C:9](=[CH:10][C:11]([O:15][CH2:16][CH2:17][C:18]3[N:19]=[C:20]([C:24]4[CH:29]=[CH:28][C:27]([C:49]5[CH:54]=[CH:53][C:52]([C:38]6[S:39][C:35]([C:32](=[O:34])[CH3:33])=[CH:36][CH:37]=6)=[CH:51][CH:50]=5)=[CH:26][CH:25]=4)[O:21][C:22]=3[CH3:23])=[CH:12][CH:13]=2)[CH2:8][CH2:7]1)[CH3:2]. The yield is 0.460. (2) The reactants are Cl.[C:2]1([CH3:31])[CH:7]=[CH:6][C:5]([S:8]([N:11]2[C:19]3[C:14](=[CH:15][CH:16]=[CH:17][CH:18]=3)[C:13]([CH2:20][N:21]3[CH2:25][CH2:24][C:23]4([CH2:29][CH2:28][NH:27][CH2:26]4)[C:22]3=[O:30])=[CH:12]2)(=[O:10])=[O:9])=[CH:4][CH:3]=1.Cl[C:33]1[N:38]=[C:37]([O:39][CH3:40])[CH:36]=[CH:35][N:34]=1.C(N(C(C)C)CC)(C)C. The catalyst is C(#N)C. The product is [CH3:40][O:39][C:37]1[CH:36]=[CH:35][N:34]=[C:33]([N:27]2[CH2:28][CH2:29][C:23]3([C:22](=[O:30])[N:21]([CH2:20][C:13]4[C:14]5[C:19](=[CH:18][CH:17]=[CH:16][CH:15]=5)[N:11]([S:8]([C:5]5[CH:6]=[CH:7][C:2]([CH3:31])=[CH:3][CH:4]=5)(=[O:10])=[O:9])[CH:12]=4)[CH2:25][CH2:24]3)[CH2:26]2)[N:38]=1. The yield is 0.890. (3) The reactants are [C:1]([N:4]1[C:13]2[C:8](=[CH:9][C:10](Br)=[C:11]([N+:14]([O-])=O)[CH:12]=2)[N:7]([C:18]([O:20][CH:21]([CH3:23])[CH3:22])=[O:19])[CH2:6][C@@H:5]1[CH3:24])(=[O:3])[CH3:2].C(N(CC)CC)C. The catalyst is [Pd].CO. The product is [C:1]([N:4]1[C:13]2[C:8](=[CH:9][CH:10]=[C:11]([NH2:14])[CH:12]=2)[N:7]([C:18]([O:20][CH:21]([CH3:23])[CH3:22])=[O:19])[CH2:6][C@@H:5]1[CH3:24])(=[O:3])[CH3:2]. The yield is 1.00. (4) The reactants are [CH2:1]([N:8]1[C:17](=[O:18])[C:16]2[C:11](=[CH:12][C:13]([Cl:19])=[CH:14][CH:15]=2)[N:10]=[C:9]1[CH:20]([NH:24][CH2:25][C:26](=[O:40])[CH2:27][CH2:28][N:29]1[C:37](=[O:38])[C:36]2[C:31](=[CH:32][CH:33]=[CH:34][CH:35]=2)[C:30]1=[O:39])[CH:21]([CH3:23])[CH3:22])[C:2]1[CH:7]=[CH:6][CH:5]=[CH:4][CH:3]=1.C(N(CC)CC)C.[C:48]1([CH3:57])[CH:53]=[CH:52][C:51]([C:54](Cl)=[O:55])=[CH:50][CH:49]=1. The catalyst is C(Cl)Cl. The product is [CH2:1]([N:8]1[C:17](=[O:18])[C:16]2[C:11](=[CH:12][C:13]([Cl:19])=[CH:14][CH:15]=2)[N:10]=[C:9]1[CH:20]([N:24]([CH2:25][C:26](=[O:40])[CH2:27][CH2:28][N:29]1[C:37](=[O:38])[C:36]2[C:31](=[CH:32][CH:33]=[CH:34][CH:35]=2)[C:30]1=[O:39])[C:54](=[O:55])[C:51]1[CH:52]=[CH:53][C:48]([CH3:57])=[CH:49][CH:50]=1)[CH:21]([CH3:23])[CH3:22])[C:2]1[CH:3]=[CH:4][CH:5]=[CH:6][CH:7]=1. The yield is 0.350. (5) The reactants are [NH2:1][C:2]1[CH:7]=[C:6]([N+:8]([O-:10])=[O:9])[CH:5]=[CH:4][C:3]=1[OH:11].C(N(CC)CC)C.Cl[CH2:20][C:21](Cl)=[O:22].[H-].[Na+]. The catalyst is C1COCC1. The product is [N+:8]([C:6]1[CH:5]=[CH:4][C:3]2[O:11][CH2:20][C:21](=[O:22])[NH:1][C:2]=2[CH:7]=1)([O-:10])=[O:9]. The yield is 0.330. (6) The catalyst is C1(C)C=CC=CC=1.C(O)(=O)C. The product is [CH3:21][O:20][CH2:19][CH2:18][O:17][C:16]1[C:6]([O:5][CH2:4][CH2:3][O:2][CH3:1])=[CH:7][C:8]([C:9]([O:11][CH2:12][CH3:13])=[O:10])=[C:14]([N+:27]([O-:29])=[O:28])[CH:15]=1. The reactants are [CH3:1][O:2][CH2:3][CH2:4][O:5][C:6]1[CH:7]=[C:8]([CH:14]=[CH:15][C:16]=1[O:17][CH2:18][CH2:19][O:20][CH3:21])[C:9]([O:11][CH2:12][CH3:13])=[O:10].S(=O)(=O)(O)O.[N+:27]([O-])([OH:29])=[O:28].[Cl-].[Na+]. The yield is 1.00. (7) The reactants are [CH3:13][C:12]([O:11][C:9](O[C:9]([O:11][C:12]([CH3:15])([CH3:14])[CH3:13])=[O:10])=[O:10])([CH3:15])[CH3:14].[NH:16]1[CH:20]2[CH2:21][NH:22][CH2:23][CH2:24][N:19]2[CH2:18][CH2:17]1. The catalyst is ClCCl. The product is [N:16]1([C:9]([O:11][C:12]([CH3:13])([CH3:14])[CH3:15])=[O:10])[CH:20]2[CH2:21][N:22]([C:9]([O:11][C:12]([CH3:15])([CH3:14])[CH3:13])=[O:10])[CH2:23][CH2:24][N:19]2[CH2:18][CH2:17]1. The yield is 0.910. (8) The reactants are [N+:1]([C:4]1[CH:12]=[C:11]2[C:7]([C:8]([C:13]3[CH2:22][CH2:21][C:16]4(OCC[O:17]4)[CH2:15][CH:14]=3)=[CH:9][NH:10]2)=[CH:6][CH:5]=1)([O-:3])=[O:2].Cl. The catalyst is CC(C)=O. The product is [N+:1]([C:4]1[CH:12]=[C:11]2[C:7]([C:8]([C:13]3[CH2:22][CH2:21][C:16](=[O:17])[CH2:15][CH:14]=3)=[CH:9][NH:10]2)=[CH:6][CH:5]=1)([O-:3])=[O:2]. The yield is 0.850. (9) The reactants are P(OCC)(OCC)OCC.[CH2:11]([O:18][C:19]1[CH:20]=[CH:21][C:22]([C:25]2[CH:30]=[CH:29][CH:28]=[CH:27][C:26]=2[N+:31]([O-])=O)=[N:23][CH:24]=1)[C:12]1[CH:17]=[CH:16][CH:15]=[CH:14][CH:13]=1. No catalyst specified. The product is [CH2:11]([O:18][C:19]1[CH:24]=[N:23][C:22]2[C:25]3[CH:30]=[CH:29][CH:28]=[CH:27][C:26]=3[NH:31][C:21]=2[CH:20]=1)[C:12]1[CH:17]=[CH:16][CH:15]=[CH:14][CH:13]=1. The yield is 0.335.